This data is from Catalyst prediction with 721,799 reactions and 888 catalyst types from USPTO. The task is: Predict which catalyst facilitates the given reaction. (1) Product: [C:21]([NH:25][C:26](=[O:35])[C:27]1[CH:32]=[CH:31][CH:30]=[C:29]([CH2:33][N:16]2[CH2:17][CH2:18][N:13]([C:11](=[O:12])[C:4]3[CH:5]=[CH:6][C:7]([N+:8]([O-:10])=[O:9])=[C:2]([F:1])[CH:3]=3)[CH2:14][CH:15]2[CH2:19][F:20])[CH:28]=1)([CH3:24])([CH3:23])[CH3:22]. The catalyst class is: 10. Reactant: [F:1][C:2]1[CH:3]=[C:4]([C:11]([N:13]2[CH2:18][CH2:17][NH:16][CH:15]([CH2:19][F:20])[CH2:14]2)=[O:12])[CH:5]=[CH:6][C:7]=1[N+:8]([O-:10])=[O:9].[C:21]([NH:25][C:26](=[O:35])[C:27]1[CH:32]=[CH:31][CH:30]=[C:29]([CH2:33]Cl)[CH:28]=1)([CH3:24])([CH3:23])[CH3:22].C(N(CC)CC)C.[I-].[Na+]. (2) Reactant: [CH2:1]([O:8][C:9]1[C:10]([O:18][CH3:19])=[CH:11][C:12]([CH3:17])=[C:13]([CH:16]=1)[CH:14]=O)[C:2]1[CH:7]=[CH:6][CH:5]=[CH:4][CH:3]=1.C(O)(=O)[CH2:21][C:22]([OH:24])=[O:23].N1CCCCC1.Cl. Product: [CH3:17][C:12]1[CH:11]=[C:10]([O:18][CH3:19])[C:9]([O:8][CH2:1][C:2]2[CH:7]=[CH:6][CH:5]=[CH:4][CH:3]=2)=[CH:16][C:13]=1[CH:14]=[CH:21][C:22]([OH:24])=[O:23]. The catalyst class is: 803. (3) Reactant: C[O:2][C:3](=O)[CH2:4][C:5]([CH2:10][CH3:11])([CH2:8][CH3:9])[CH2:6][CH3:7].[H-].[H-].[H-].[H-].[Li+].[Al+3]. Product: [CH2:6]([C:5]([CH2:10][CH3:11])([CH2:8][CH3:9])[CH2:4][CH2:3][OH:2])[CH3:7]. The catalyst class is: 7. (4) Reactant: [CH2:1]([O:8][C:9]([N:11]1[CH2:16][CH2:15][CH2:14][CH:13]([C:17]([OH:19])=O)[CH2:12]1)=[O:10])[C:2]1[CH:7]=[CH:6][CH:5]=[CH:4][CH:3]=1.CN1CCOCC1.ClC(OCC(C)C)=O.Cl.[CH3:36][NH:37][O:38][CH3:39]. Product: [CH3:39][O:38][N:37]([CH3:36])[C:17]([CH:13]1[CH2:14][CH2:15][CH2:16][N:11]([C:9]([O:8][CH2:1][C:2]2[CH:3]=[CH:4][CH:5]=[CH:6][CH:7]=2)=[O:10])[CH2:12]1)=[O:19]. The catalyst class is: 1. (5) Reactant: [Cl:1][S:2]([C:5]1[CH:6]=[CH:7][C:8]2[O:12][N:11]=[C:10]([C:13]([OH:15])=O)[C:9]=2[CH:16]=1)(=[O:4])=[O:3].CN(C=O)C.C(Cl)(=O)C(Cl)=O.[NH2:28][C:29]1[CH:41]=[CH:40][C:39]([C:42]#[N:43])=[CH:38][C:30]=1[C:31]([O:33][C:34]([CH3:37])([CH3:36])[CH3:35])=[O:32]. Product: [Cl:1][S:2]([C:5]1[CH:6]=[CH:7][C:8]2[O:12][N:11]=[C:10]([C:13]([NH:28][C:29]3[CH:41]=[CH:40][C:39]([C:42]#[N:43])=[CH:38][C:30]=3[C:31]([O:33][C:34]([CH3:37])([CH3:36])[CH3:35])=[O:32])=[O:15])[C:9]=2[CH:16]=1)(=[O:3])=[O:4]. The catalyst class is: 2. (6) Reactant: [N:1]([CH2:4][C@H:5]1[CH2:8][CH2:7][N:6]1[C:9]([O:11][C:12]([CH3:15])([CH3:14])[CH3:13])=[O:10])=[N+]=[N-].[H][H]. Product: [NH2:1][CH2:4][C@H:5]1[CH2:8][CH2:7][N:6]1[C:9]([O:11][C:12]([CH3:15])([CH3:14])[CH3:13])=[O:10]. The catalyst class is: 43. (7) Reactant: [CH2:1]([O:8][C:9]1[CH:14]=[CH:13][C:12]([CH:15]2[CH2:20][CH2:19][N:18](C(OC(C)(C)C)=O)[CH2:17][C:16]2([F:29])[F:28])=[CH:11][CH:10]=1)[C:2]1[CH:7]=[CH:6][CH:5]=[CH:4][CH:3]=1.Cl.O1CCOCC1. Product: [CH2:1]([O:8][C:9]1[CH:14]=[CH:13][C:12]([CH:15]2[CH2:20][CH2:19][NH:18][CH2:17][C:16]2([F:29])[F:28])=[CH:11][CH:10]=1)[C:2]1[CH:3]=[CH:4][CH:5]=[CH:6][CH:7]=1. The catalyst class is: 5.